This data is from Full USPTO retrosynthesis dataset with 1.9M reactions from patents (1976-2016). The task is: Predict the reactants needed to synthesize the given product. (1) Given the product [F:1][C:2]1[CH:3]=[CH:4][C:5]2[N:6]([C:10]([C@@H:12]3[CH2:17][CH2:16][CH2:15][CH2:14][N:13]3[CH3:18])=[N:9][N:8]=2)[CH:7]=1, predict the reactants needed to synthesize it. The reactants are: [F:1][C:2]1[CH:3]=[CH:4][C:5]([NH:8][NH:9][C:10]([C@@H:12]2[CH2:17][CH2:16][CH2:15][CH2:14][N:13]2[CH3:18])=O)=[N:6][CH:7]=1.C1C=CC(P(C2C=CC=CC=2)C2C=CC=CC=2)=CC=1.CCN(CC)CC.ClC(Cl)(Cl)C(Cl)(Cl)Cl. (2) The reactants are: [Cl:1][C:2]1[CH:7]=[CH:6][C:5]([C:8]2[N:9]=[C:10]([C:23]#[N:24])[C:11](C#N)=[N:12][C:13]=2[C:14]2[CH:19]=[CH:18][C:17]([Cl:20])=[CH:16][CH:15]=2)=[CH:4][CH:3]=1.[OH:25][CH2:26][CH2:27][N:28]1[CH2:32][CH2:31][CH2:30][C:29]1=[O:33]. Given the product [Cl:20][C:17]1[CH:16]=[CH:15][C:14]([C:13]2[N:12]=[C:11]([O:25][CH2:26][CH2:27][N:28]3[CH2:32][CH2:31][CH2:30][C:29]3=[O:33])[C:10]([C:23]#[N:24])=[N:9][C:8]=2[C:5]2[CH:6]=[CH:7][C:2]([Cl:1])=[CH:3][CH:4]=2)=[CH:19][CH:18]=1, predict the reactants needed to synthesize it.